From a dataset of Peptide-MHC class I binding affinity with 185,985 pairs from IEDB/IMGT. Regression. Given a peptide amino acid sequence and an MHC pseudo amino acid sequence, predict their binding affinity value. This is MHC class I binding data. (1) The peptide sequence is LPGCSFSIF. The MHC is HLA-B54:01 with pseudo-sequence HLA-B54:01. The binding affinity (normalized) is 0.180. (2) The peptide sequence is VLSDLCNFL. The MHC is HLA-B51:01 with pseudo-sequence HLA-B51:01. The binding affinity (normalized) is 0.0847. (3) The peptide sequence is RRISGVDRY. The MHC is HLA-B27:05 with pseudo-sequence HLA-B27:05. The binding affinity (normalized) is 0.721. (4) The peptide sequence is QPYHFKDL. The MHC is HLA-A68:02 with pseudo-sequence HLA-A68:02. The binding affinity (normalized) is 0.0930. (5) The peptide sequence is MSWGWRLPF. The MHC is BoLA-D18.4 with pseudo-sequence BoLA-D18.4. The binding affinity (normalized) is 0.650. (6) The binding affinity (normalized) is 0.0847. The peptide sequence is GTIIVHPNK. The MHC is HLA-A68:02 with pseudo-sequence HLA-A68:02. (7) The peptide sequence is IRFPNTFGW. The MHC is Mamu-B17 with pseudo-sequence Mamu-B17. The binding affinity (normalized) is 0.614.